Dataset: Forward reaction prediction with 1.9M reactions from USPTO patents (1976-2016). Task: Predict the product of the given reaction. (1) Given the reactants [Cl:1]C1N=C(NNCC#C)N=C(NNCCC)N=1.Cl.C(ON)C.[CH2:23]([O:25][N:26](C)[C:27]1[N:32]=[C:31]([NH:33][CH2:34][CH2:35][CH3:36])[N:30]=[C:29]([NH:37][CH2:38][C:39]#[CH:40])[N:28]=1)[CH3:24], predict the reaction product. The product is: [ClH:1].[CH2:23]([O:25][NH:26][C:27]1[N:28]=[C:29]([NH:37][CH2:38][CH2:39][CH3:40])[N:30]=[C:31]([NH:33][CH2:34][C:35]#[CH:36])[N:32]=1)[CH3:24]. (2) The product is: [CH:1]1([C:7]2[C:11]([CH2:12][O:13][C:29]3[CH:28]=[C:27]([CH2:31][CH2:32][CH2:33][C:34]([OH:36])=[O:35])[CH:26]=[CH:25][CH:30]=3)=[CH:10][N:9]([C:14]3[CH:19]=[CH:18][C:17]([C:20]([F:22])([F:21])[F:23])=[CH:16][N:15]=3)[N:8]=2)[CH2:2][CH2:3][CH2:4][CH2:5][CH2:6]1. Given the reactants [CH:1]1([C:7]2[C:11]([CH2:12][OH:13])=[CH:10][N:9]([C:14]3[CH:19]=[CH:18][C:17]([C:20]([F:23])([F:22])[F:21])=[CH:16][N:15]=3)[N:8]=2)[CH2:6][CH2:5][CH2:4][CH2:3][CH2:2]1.O[C:25]1[CH:26]=[C:27]([CH2:31][CH2:32][CH2:33][C:34]([O:36]CC)=[O:35])[CH:28]=[CH:29][CH:30]=1.C(P(CCCC)CCCC)CCC.N(C(N1CCCCC1)=O)=NC(N1CCCCC1)=O, predict the reaction product. (3) The product is: [CH2:1]([O:8][C:9]1[CH:10]=[CH:11][C:12]2[C:16]([O:17][C:18]3[CH:32]=[CH:31][C:21]([O:22][CH2:23][CH2:24][N:25]4[CH2:30][CH2:29][CH2:28][CH2:27][CH2:26]4)=[CH:20][CH:19]=3)=[C:15]([C:49]3[CH:48]=[CH:47][C:46]([S:43]([CH2:41][CH3:42])(=[O:45])=[O:44])=[CH:51][CH:50]=3)[S:14][C:13]=2[CH:34]=1)[C:2]1[CH:7]=[CH:6][CH:5]=[CH:4][CH:3]=1. Given the reactants [CH2:1]([O:8][C:9]1[CH:10]=[CH:11][C:12]2[C:16]([O:17][C:18]3[CH:32]=[CH:31][C:21]([O:22][CH2:23][CH2:24][N:25]4[CH2:30][CH2:29][CH2:28][CH2:27][CH2:26]4)=[CH:20][CH:19]=3)=[C:15](Br)[S:14][C:13]=2[CH:34]=1)[C:2]1[CH:7]=[CH:6][CH:5]=[CH:4][CH:3]=1.C(=O)([O-])[O-].[Na+].[Na+].[CH2:41]([S:43]([C:46]1[CH:51]=[CH:50][C:49](B(O)O)=[CH:48][CH:47]=1)(=[O:45])=[O:44])[CH3:42], predict the reaction product. (4) Given the reactants [F:1][C:2]1[CH:3]=[N:4][C:5]([C:8]2[C:9]([NH:20][C@H:21]3[CH2:26][CH2:25][CH2:24][N:23]([C:27]([O:29][C:30]([CH3:33])([CH3:32])[CH3:31])=[O:28])[CH2:22]3)=[N:10][C:11](S(C)(=O)=O)=[N:12][C:13]=2[O:14][CH3:15])=[N:6][CH:7]=1.[NH:34]1[CH2:39][CH2:38][O:37][CH2:36][CH2:35]1, predict the reaction product. The product is: [F:1][C:2]1[CH:3]=[N:4][C:5]([C:8]2[C:9]([NH:20][C@@H:21]3[CH2:26][CH2:25][CH2:24][N:23]([C:27]([O:29][C:30]([CH3:33])([CH3:32])[CH3:31])=[O:28])[CH2:22]3)=[N:10][C:11]([N:34]3[CH2:39][CH2:38][O:37][CH2:36][CH2:35]3)=[N:12][C:13]=2[O:14][CH3:15])=[N:6][CH:7]=1. (5) Given the reactants I[C:2]1[CH:18]=[CH:17][C:5]2[O:6][CH2:7][CH2:8][C:9]3[N:10]([N:11]=[C:12]([C:14]([NH2:16])=[O:15])[CH:13]=3)[C:4]=2[CH:3]=1.[C:19]([C:21]1([OH:27])[CH2:25][CH2:24][CH2:23][CH:22]1[OH:26])#[CH:20], predict the reaction product. The product is: [OH:27][C:21]1([C:19]#[C:20][C:2]2[CH:18]=[CH:17][C:5]3[O:6][CH2:7][CH2:8][C:9]4[N:10]([N:11]=[C:12]([C:14]([NH2:16])=[O:15])[CH:13]=4)[C:4]=3[CH:3]=2)[CH2:25][CH2:24][CH2:23][CH:22]1[OH:26]. (6) Given the reactants [O:1]1[CH:5]=[CH:4][CH:3]=[C:2]1[CH2:6][NH:7][C:8](=[O:26])[C:9]1[CH:14]=[C:13]([N+:15]([O-])=O)[CH:12]=[CH:11][C:10]=1[O:18][C:19]1[CH:20]=[C:21]([Cl:25])[CH:22]=[N:23][CH:24]=1, predict the reaction product. The product is: [O:1]1[CH:5]=[CH:4][CH:3]=[C:2]1[CH2:6][NH:7][C:8](=[O:26])[C:9]1[CH:14]=[C:13]([NH2:15])[CH:12]=[CH:11][C:10]=1[O:18][C:19]1[CH:20]=[C:21]([Cl:25])[CH:22]=[N:23][CH:24]=1.